Dataset: Catalyst prediction with 721,799 reactions and 888 catalyst types from USPTO. Task: Predict which catalyst facilitates the given reaction. Reactant: Br[C:2]1[CH:7]=[CH:6][C:5]([CH2:8][C@@H:9]([NH:18][C:19]([C:21]2[N:22]=[N:23][NH:24][CH:25]=2)=[O:20])[CH2:10][C@:11]([CH2:16][OH:17])([CH3:15])[C:12]([OH:14])=[O:13])=[CH:4][CH:3]=1.[Cl:26][C:27]1[CH:28]=[CH:29][C:30]([F:36])=[C:31](B(O)O)[CH:32]=1.C(=O)([O-])[O-].[Na+].[Na+].O. Product: [Cl:26][C:27]1[CH:32]=[CH:31][C:30]([F:36])=[C:29]([C:2]2[CH:7]=[CH:6][C:5]([CH2:8][C@@H:9]([NH:18][C:19]([C:21]3[N:22]=[N:23][NH:24][CH:25]=3)=[O:20])[CH2:10][C@:11]([CH2:16][OH:17])([CH3:15])[C:12]([OH:14])=[O:13])=[CH:4][CH:3]=2)[CH:28]=1. The catalyst class is: 203.